From a dataset of Catalyst prediction with 721,799 reactions and 888 catalyst types from USPTO. Predict which catalyst facilitates the given reaction. (1) Reactant: Br[CH2:2][C:3]([C:5]1[CH:10]=[CH:9][C:8]2[O:11][CH2:12][O:13][C:7]=2[CH:6]=1)=O.Cl.[NH2:15][N:16]1[C:20]([C:21]2[CH:26]=[C:25]([O:27][CH3:28])[CH:24]=[C:23]([O:29][CH3:30])[CH:22]=2)=[N:19][N:18]=[C:17]1[SH:31].C(=O)([O-])[O-].[Na+].[Na+]. Product: [CH3:30][O:29][C:23]1[CH:22]=[C:21]([C:20]2[N:16]3[C:17]([S:31][CH2:2][C:3]([C:5]4[CH:10]=[CH:9][C:8]5[O:11][CH2:12][O:13][C:7]=5[CH:6]=4)=[N:15]3)=[N:18][N:19]=2)[CH:26]=[C:25]([O:27][CH3:28])[CH:24]=1. The catalyst class is: 8. (2) Reactant: [CH2:1]([N:12]([CH2:17][C:18]([O-:20])=[O:19])[CH2:13][C:14]([O-:16])=[O:15])[CH2:2][N:3]([CH2:8][C:9]([O-:11])=[O:10])[CH2:4][C:5]([O-:7])=[O:6].[Na+].[Na+].[Na+].[Na+].[OH-].[Na+]. Product: [CH2:2]([N:3]([CH2:8][C:9]([OH:11])=[O:10])[CH2:4][C:5]([OH:7])=[O:6])[CH2:1][N:12]([CH2:17][C:18]([OH:20])=[O:19])[CH2:13][C:14]([OH:16])=[O:15]. The catalyst class is: 6. (3) Reactant: [CH2:1](Br)[C:2]#[CH:3].C([O-])([O-])=O.[K+].[K+].[CH3:11][C:12](=[O:17])[CH2:13][C:14](=[O:16])[CH3:15]. Product: [CH2:3]([CH:13]([C:12](=[O:17])[CH3:11])[C:14](=[O:16])[CH3:15])[C:2]#[CH:1]. The catalyst class is: 21. (4) Reactant: [F:1][C:2]1[CH:3]=[N:4][N:5]([C:7]2[N:12]=[C:11]([OH:13])[C:10]([C:14]([OH:16])=O)=[CH:9][N:8]=2)[CH:6]=1.CCN(CC)CC.CN(C(ON1N=NC2C=CC=NC1=2)=[N+](C)C)C.F[P-](F)(F)(F)(F)F.[NH2:48][C@@H:49]([C:62]1[CH:67]=[CH:66][C:65]([F:68])=[CH:64][CH:63]=1)[C:50]1[CH:55]=[CH:54][C:53]([P:56]([CH3:61])(=[O:60])[O:57][CH2:58][CH3:59])=[CH:52][CH:51]=1. Product: [F:1][C:2]1[CH:3]=[N:4][N:5]([C:7]2[N:12]=[C:11]([OH:13])[C:10]([C:14]([NH:48][C@@H:49]([C:62]3[CH:63]=[CH:64][C:65]([F:68])=[CH:66][CH:67]=3)[C:50]3[CH:55]=[CH:54][C:53]([P:56]([CH3:61])(=[O:60])[O:57][CH2:58][CH3:59])=[CH:52][CH:51]=3)=[O:16])=[CH:9][N:8]=2)[CH:6]=1. The catalyst class is: 23. (5) Reactant: C([Li])CCC.Br[C:7]1[CH:8]=[N:9][CH:10]=[C:11]([O:13][CH:14]([CH3:16])[CH3:15])[CH:12]=1.C1COCC1.C([O:25][B:26](OC(C)C)[O:27]C(C)C)(C)C. Product: [CH:14]([O:13][C:11]1[CH:12]=[C:7]([B:26]([OH:27])[OH:25])[CH:8]=[N:9][CH:10]=1)([CH3:16])[CH3:15]. The catalyst class is: 11. (6) Reactant: [C:1]([C:5]1[CH:6]=[CH:7][C:8]([S:14][CH2:15][CH:16]([CH2:21][CH3:22])[CH2:17][CH2:18][CH2:19][CH3:20])=[C:9]([N+:11]([O-])=O)[CH:10]=1)([CH3:4])([CH3:3])[CH3:2].O.NN. Product: [C:1]([C:5]1[CH:6]=[CH:7][C:8]([S:14][CH2:15][CH:16]([CH2:21][CH3:22])[CH2:17][CH2:18][CH2:19][CH3:20])=[C:9]([CH:10]=1)[NH2:11])([CH3:4])([CH3:3])[CH3:2]. The catalyst class is: 41. (7) Reactant: [OH:1][CH:2]([C:11]1[CH:16]=[CH:15][CH:14]=[CH:13][C:12]=1[N+:17]([O-:19])=[O:18])[C:3]1[S:7][C:6]([CH3:8])=[N:5][C:4]=1[C:9]#[N:10].[Cr](O[Cr]([O-])(=O)=O)([O-])(=O)=O.[NH+]1C=CC=CC=1.[NH+]1C=CC=CC=1. Product: [CH3:8][C:6]1[S:7][C:3]([C:2](=[O:1])[C:11]2[CH:16]=[CH:15][CH:14]=[CH:13][C:12]=2[N+:17]([O-:19])=[O:18])=[C:4]([C:9]#[N:10])[N:5]=1. The catalyst class is: 4. (8) Reactant: I[C:2]1[CH:7]=[CH:6][C:5]([N:8]2[CH2:13][CH2:12][N:11]([CH3:14])[CH2:10][C:9]2=[O:15])=[CH:4][CH:3]=1.[CH3:16][C:17]1([CH3:24])[C:21]([CH3:23])([CH3:22])[O:20][BH:19][O:18]1.COC1C=CC=C(OC)C=1C1C=CC=CC=1P(C1CCCCC1)C1CCCCC1.CCN(CC)CC. Product: [CH3:14][N:11]1[CH2:12][CH2:13][N:8]([C:5]2[CH:6]=[CH:7][C:2]([B:19]3[O:20][C:21]([CH3:23])([CH3:22])[C:17]([CH3:24])([CH3:16])[O:18]3)=[CH:3][CH:4]=2)[C:9](=[O:15])[CH2:10]1. The catalyst class is: 127. (9) Reactant: [NH:1]([C:9]([O:11]C(C)(C)C)=O)[C@H:2]([C:6]([OH:8])=O)[CH2:3][O:4][CH3:5].[H-].[H-].[H-].[H-].[Li+].[Al+3].Cl.[F:23][C:24]1[CH:29]=[CH:28][C:27]([N:30]2[C:38]3[C:33](=[CH:34][C:35](I)=[CH:36][CH:37]=3)[CH:32]=[N:31]2)=[CH:26][CH:25]=1.C(N([CH2:45][CH3:46])CC)C.[CH3:47][O:48][CH2:49]C(Cl)=O. Product: [C:33]1([CH2:32][CH2:2][NH2:1])[CH:34]=[CH:35][CH:36]=[CH:37][CH:38]=1.[F:23][C:24]1[CH:25]=[C:26]([C@H:6]([O:8][C:35]2[CH:34]=[C:33]3[C:38](=[CH:37][CH:36]=2)[N:30]([C:27]2[CH:28]=[CH:29][C:24]([F:23])=[CH:25][CH:26]=2)[N:31]=[CH:32]3)[C@@H:2]([NH:1][C:9](=[O:11])[CH2:49][O:48][CH3:47])[CH2:3][O:4][CH3:5])[CH:27]=[CH:45][CH:46]=1. The catalyst class is: 4. (10) Reactant: [F:1][C:2]([F:38])([F:37])[C:3]1[CH:4]=[C:5]([CH:34]=[CH:35][CH:36]=1)[C:6]([NH:8][CH2:9][C:10](=[O:33])[NH:11][CH:12]1[CH2:15][N:14]([CH:16]2[CH2:21][CH2:20][CH:19]([N:22]3[CH:26]=[C:25]([C:27]#[C:28][Si](C)(C)C)[CH:24]=[N:23]3)[CH2:18][CH2:17]2)[CH2:13]1)=[O:7].CCCC[N+](CCCC)(CCCC)CCCC.[F-]. Product: [C:27]([C:25]1[CH:24]=[N:23][N:22]([CH:19]2[CH2:20][CH2:21][CH:16]([N:14]3[CH2:15][CH:12]([NH:11][C:10]([CH2:9][NH:8][C:6](=[O:7])[C:5]4[CH:34]=[CH:35][CH:36]=[C:3]([C:2]([F:38])([F:1])[F:37])[CH:4]=4)=[O:33])[CH2:13]3)[CH2:17][CH2:18]2)[CH:26]=1)#[CH:28]. The catalyst class is: 1.